This data is from Ames mutagenicity test results for genotoxicity prediction. The task is: Regression/Classification. Given a drug SMILES string, predict its toxicity properties. Task type varies by dataset: regression for continuous values (e.g., LD50, hERG inhibition percentage) or binary classification for toxic/non-toxic outcomes (e.g., AMES mutagenicity, cardiotoxicity, hepatotoxicity). Dataset: ames. The molecule is O=[N+]([O-])c1cc2[nH]c3ccc4c(O)cccc4c3c2c2ccccc12. The result is 1 (mutagenic).